Dataset: Catalyst prediction with 721,799 reactions and 888 catalyst types from USPTO. Task: Predict which catalyst facilitates the given reaction. (1) The catalyst class is: 14. Reactant: [OH-].[Na+].[CH3:3][C:4]([O:7][C:8]([N:10]([CH2:12][C:13]1[CH:22]=[CH:21][C:16]([C:17]([O:19]C)=[O:18])=[C:15]([CH2:23][CH3:24])[CH:14]=1)[CH3:11])=[O:9])([CH3:6])[CH3:5]. Product: [CH3:6][C:4]([O:7][C:8]([N:10]([CH2:12][C:13]1[CH:22]=[CH:21][C:16]([C:17]([OH:19])=[O:18])=[C:15]([CH2:23][CH3:24])[CH:14]=1)[CH3:11])=[O:9])([CH3:3])[CH3:5]. (2) Reactant: [F:1][C:2]1[CH:3]=[C:4]([CH:32]=[CH:33][C:34]=1[CH3:35])[CH2:5][NH:6][CH:7]1[CH2:12][CH2:11][N:10]([CH2:13][CH2:14][N:15]2[C:24]3[C:19](=[CH:20][CH:21]=[C:22]([O:25][CH3:26])[CH:23]=3)[C:18]([C:27]([NH:29][CH3:30])=[O:28])=[CH:17][C:16]2=[O:31])[CH2:9][CH2:8]1.[ClH:36].C(OCC)(=O)C. Product: [ClH:36].[F:1][C:2]1[CH:3]=[C:4]([CH:32]=[CH:33][C:34]=1[CH3:35])[CH2:5][NH:6][CH:7]1[CH2:8][CH2:9][N:10]([CH2:13][CH2:14][N:15]2[C:24]3[C:19](=[CH:20][CH:21]=[C:22]([O:25][CH3:26])[CH:23]=3)[C:18]([C:27]([NH:29][CH3:30])=[O:28])=[CH:17][C:16]2=[O:31])[CH2:11][CH2:12]1. The catalyst class is: 5. (3) Reactant: [Si]([O:8][CH2:9][CH2:10][CH2:11][N:12]1[CH2:17][CH2:16][CH:15]([C:18]2[O:22][N:21]=[C:20]([N:23]3[C:31]4[C:26](=[CH:27][CH:28]=[CH:29][CH:30]=4)[C:25]([CH2:32][CH3:33])=[N:24]3)[N:19]=2)[CH2:14][CH2:13]1)(C(C)(C)C)(C)C.[F-].C([N+](CCCC)(CCCC)CCCC)CCC.O. Product: [CH2:32]([C:25]1[C:26]2[C:31](=[CH:30][CH:29]=[CH:28][CH:27]=2)[N:23]([C:20]2[N:19]=[C:18]([CH:15]3[CH2:16][CH2:17][N:12]([CH2:11][CH2:10][CH2:9][OH:8])[CH2:13][CH2:14]3)[O:22][N:21]=2)[N:24]=1)[CH3:33]. The catalyst class is: 489. (4) Reactant: FC(F)(F)C(O)=O.[Br:8][C:9]1[CH:27]=[CH:26][C:25]([O:28][Si:29]([C:42]([CH3:45])([CH3:44])[CH3:43])([C:36]2[CH:41]=[CH:40][CH:39]=[CH:38][CH:37]=2)[C:30]2[CH:35]=[CH:34][CH:33]=[CH:32][CH:31]=2)=[CH:24][C:10]=1[CH2:11][NH:12][C:13](=[O:23])[CH2:14][NH:15]C(OC(C)(C)C)=O. Product: [Br:8][C:9]1[CH:27]=[CH:26][C:25]([O:28][Si:29]([C:42]([CH3:45])([CH3:44])[CH3:43])([C:36]2[CH:41]=[CH:40][CH:39]=[CH:38][CH:37]=2)[C:30]2[CH:35]=[CH:34][CH:33]=[CH:32][CH:31]=2)=[CH:24][C:10]=1[CH2:11][NH:12][C:13](=[O:23])[CH2:14][NH2:15]. The catalyst class is: 2. (5) Reactant: [N:1]1([S:5]([NH2:8])(=[O:7])=[O:6])[CH2:4][CH2:3][CH2:2]1.[CH:9]1(P(C2CCCCC2)C2C=CC=CC=2C2C(C(C)C)=CC(C(C)C)=CC=2C(C)C)[CH2:14]CCC[CH2:10]1.C(=O)([O-])[O-].[Cs+].[Cs+].Cl[C:50]1[N:55]=[C:54]([S:56][CH2:57][C:58]2[CH:63]=[CH:62][CH:61]=[C:60]([F:64])[C:59]=2[F:65])[N:53]=[C:52]([C@@H]2CCC[C@H]2O)[CH:51]=1.[O:72]1[CH2:77][CH2:76][O:75]CC1. Product: [F:65][C:59]1[C:60]([F:64])=[CH:61][CH:62]=[CH:63][C:58]=1[CH2:57][S:56][C:54]1[N:55]=[C:50]([NH:8][S:5]([N:1]2[CH2:4][CH2:3][CH2:2]2)(=[O:7])=[O:6])[CH:51]=[C:52]([O:72][C@@H:77]2[CH2:14][CH2:9][CH2:10][C@H:76]2[OH:75])[N:53]=1. The catalyst class is: 110. (6) Reactant: [NH2:1][C:2]1[CH:18]=[CH:17][C:5]2[O:6][CH2:7][CH2:8][N:9]([C:10]([O:12][C:13]([CH3:16])([CH3:15])[CH3:14])=[O:11])[C:4]=2[CH:3]=1.[CH2:19]([N:26]([CH2:37][C:38]1[CH:43]=[CH:42][CH:41]=[CH:40][CH:39]=1)[C:27]1[C:32]([N+:33]([O-:35])=[O:34])=[C:31](Cl)[N:30]=[CH:29][N:28]=1)[C:20]1[CH:25]=[CH:24][CH:23]=[CH:22][CH:21]=1.O. Product: [CH2:37]([N:26]([CH2:19][C:20]1[CH:25]=[CH:24][CH:23]=[CH:22][CH:21]=1)[C:27]1[N:28]=[CH:29][N:30]=[C:31]([NH:1][C:2]2[CH:18]=[CH:17][C:5]3[O:6][CH2:7][CH2:8][N:9]([C:10]([O:12][C:13]([CH3:14])([CH3:15])[CH3:16])=[O:11])[C:4]=3[CH:3]=2)[C:32]=1[N+:33]([O-:35])=[O:34])[C:38]1[CH:39]=[CH:40][CH:41]=[CH:42][CH:43]=1. The catalyst class is: 12. (7) Reactant: [F:1][C:2]1[C:7]([F:8])=[CH:6][CH:5]=[CH:4][C:3]=1[NH:9][C:10](=[O:33])[CH2:11][C:12]1[NH:16][N:15]=[C:14]([NH:17][C:18]2[C:27]3[C:22](=[CH:23][C:24]([O:30][CH2:31][CH3:32])=[CH:25][C:26]=3[O:28]C)[N:21]=[CH:20][N:19]=2)[CH:13]=1.Cl.N1C=CC=CC=1.C(=O)([O-])O.[Na+]. Product: [F:1][C:2]1[C:7]([F:8])=[CH:6][CH:5]=[CH:4][C:3]=1[NH:9][C:10](=[O:33])[CH2:11][C:12]1[NH:16][N:15]=[C:14]([NH:17][C:18]2[C:27]3[C:22](=[CH:23][C:24]([O:30][CH2:31][CH3:32])=[CH:25][C:26]=3[OH:28])[N:21]=[CH:20][N:19]=2)[CH:13]=1. The catalyst class is: 17. (8) Reactant: C(OC([N:8]1[CH2:12][CH2:11][C:10]([C:14]#[C:15][C:16]2[CH:21]=[CH:20][CH:19]=[C:18]([Cl:22])[CH:17]=2)([OH:13])[CH2:9]1)=O)(C)(C)C. Product: [Cl:22][C:18]1[CH:17]=[C:16]([C:15]#[C:14][C:10]2([OH:13])[CH2:11][CH2:12][NH:8][CH2:9]2)[CH:21]=[CH:20][CH:19]=1. The catalyst class is: 89. (9) Reactant: [C:1]([O:4][C@H:5]1[C@H:10]([O:11][C:12](=[O:14])[CH3:13])[C@@H:9]([O:15][C:16](=[O:18])[CH3:17])[C@H:8]([C:19]2[CH:24]=[CH:23][C:22](Br)=[C:21]([CH2:26][C:27]3[S:28][C:29]([C:32]4[O:33][CH:34]=[CH:35][CH:36]=4)=[CH:30][N:31]=3)[CH:20]=2)[O:7][C@@H:6]1[CH2:37][O:38][C:39](=[O:41])[CH3:40])(=[O:3])[CH3:2].[Cu][C:43]#[N:44]. Product: [C:1]([O:4][C@H:5]1[C@H:10]([O:11][C:12](=[O:14])[CH3:13])[C@@H:9]([O:15][C:16](=[O:18])[CH3:17])[C@H:8]([C:19]2[CH:24]=[CH:23][C:22]([C:43]#[N:44])=[C:21]([CH2:26][C:27]3[S:28][C:29]([C:32]4[O:33][CH:34]=[CH:35][CH:36]=4)=[CH:30][N:31]=3)[CH:20]=2)[O:7][C@@H:6]1[CH2:37][O:38][C:39](=[O:41])[CH3:40])(=[O:3])[CH3:2]. The catalyst class is: 37. (10) Reactant: CN(C=O)C.[Cl:6][C:7]1[C:12]([OH:13])=[CH:11][C:10]([F:14])=[CH:9][N:8]=1.[OH-].[Na+].[CH3:17][O:18][CH2:19]Cl. Product: [Cl:6][C:7]1[C:12]([O:13][CH2:17][O:18][CH3:19])=[CH:11][C:10]([F:14])=[CH:9][N:8]=1. The catalyst class is: 581.